Binary Classification. Given a miRNA mature sequence and a target amino acid sequence, predict their likelihood of interaction. From a dataset of Experimentally validated miRNA-target interactions with 360,000+ pairs, plus equal number of negative samples. (1) The miRNA is rno-let-7c-5p with sequence UGAGGUAGUAGGUUGUAUGGUU. The protein sequence of the target gene is MPKGGCSKTPQQEDFALSNDMVEKQTGKKDKDKVSLTKTPKLDRSDGGKEVRERATKRKLPFTVGANGEQKDSDTEKQGPERKRIKKEPVARKSGLLFGMGLSGIRAGYPLSERQQVALLMQMTAEESANSPVDTTPKHPSQSTVCQKGTPNSASKTKDKVNKRNERGETRLHRAAIRGDARRIKELISEGADVNVKDFAGWTALHEACNRGYYDIAKQLLAAGAEVNTKGLDDDTPLHDAANNGHYKVVKLLLRYGGNPQQSNRKGETPLKVANSPTMVNLLLGKGTYTSSEESSTESS.... Result: 0 (no interaction). (2) The miRNA is hsa-miR-542-3p with sequence UGUGACAGAUUGAUAACUGAAA. The protein sequence of the target gene is MGPPESAAELAAEAVELREPELQLADPASPGEEHVDVEAEGAPGRGRCWPCGAWACGSRGEPEAKKKAPCPGLGLFYTVLSAFLFSVASLFVKKVQGVHAVEISAFRCVVQMLVIIPCLIYRKTGFIGPKGQRLFLFLRGVFGSSAMILMYYAFQTTSLADATVIAFSCPVFTSIFAWIFLKEKYSLWDAFFTLFAIAGVILIVRPPFIFGSDTSGMRESYSEHIKGTFAAIGHAVLAAITLVILRKMGKSVDYFLSIWYYVILGLPEAIIILFVIGEWSLPYCGLDRLFLILIGLLGLG.... Result: 0 (no interaction). (3) The miRNA is hsa-miR-6778-5p with sequence AGUGGGAGGACAGGAGGCAGGU. The protein sequence of the target gene is MDPFTEKLLERTRARRENLQRKMAERPTAVARSAPHAKRGREPLSEASNQQQPLPGGEEKSCTKPSPSKKRCSDKIEVGAPDLENTEPIDVAKPCSPMPAPRQAKPPAPAAISESVAAPAALLSADRGLNSGSEASATSSVKTRMQRLAEQRRHWDSDLTDDVSESSYFAPVPTEDKAASPSKPPISNASATPVGRRGRLANLAATICSWEDDVSHSSAKQNSVQEQPGTACLSKSSSASGASASINSSSVQQEATCCSPRDGNASVRKDPSSNAAHGPLLSASVSSSVKASSPVTAATF.... Result: 0 (no interaction). (4) The miRNA is hsa-miR-378h with sequence ACUGGACUUGGUGUCAGAUGG. The protein sequence of the target gene is MGKDQELLEAARTGNVALVEKLLSGRKGGILGGGSGPLPLSNLLSIWRGPNVNCTDSSGYTALHHAALNGHKDIVLKLLQYEASTNVADNKGYFPIHLAAWKGDVEIVKILIHHGPSHSRVNEQNNENETALHCAAQYGHSEVVAVLLEELTDPTIRNSKLETPLDLAALYGRLRVVKMIISAHPNLMSCNTRKHTPLHLAARNGHKAVVQVLLEAGMDVSCQTEKGSALHEAALFGKVDVVRVLLETGIDANIKDSLGRTVLDILKEHPSQKSLQIATLLQEYLEGVGRSTVLEEPVQE.... Result: 0 (no interaction). (5) Result: 1 (interaction). The protein sequence of the target gene is MALPFRKDLEKYKDLDEDELLGNLSETELKQLETVLDDLDPENALLPAGFRQKNQTSKSTTGPFDREHLLSYLEKEALEHKDREDYVPYTGEKKGKIFIPKQKPVQTFTEEKVSLDPELEEALTSASDTELCDLAAILGMHNLITNTKFCNIMGSSNGVDQEHFSNVVKGEKILPVFDEPPNPTNVEESLKRTKENDAHLVEVNLNNIKNIPIPTLKDFAKALETNTHVKCFSLAATRSNDPVATAFAEMLKVNKTLKSLNVESNFITGVGILALIDALRDNETLAELKIDNQRQQLGTA.... The miRNA is hsa-miR-365b-3p with sequence UAAUGCCCCUAAAAAUCCUUAU. (6) The miRNA is mmu-miR-3089-5p with sequence UGAGUUCAGGGACAGCGUGUCU. The protein sequence of the target gene is MAPAKKGGEKKKGRSAINEVVTREYTINIHKRIHGVGFKKRAPRALKEIRKFAMKEMGTPDVRIDTRLNKAVWAKGIRNVPYRIRVRLSRKRNEDEDSPNKLYTLVTYVPVTTFKNLQTVNVDEN. Result: 1 (interaction).